Dataset: TCR-epitope binding with 47,182 pairs between 192 epitopes and 23,139 TCRs. Task: Binary Classification. Given a T-cell receptor sequence (or CDR3 region) and an epitope sequence, predict whether binding occurs between them. (1) The epitope is LEPLVDLPI. The TCR CDR3 sequence is CASSKVGQGTQTWEQYF. Result: 0 (the TCR does not bind to the epitope). (2) The epitope is TPRVTGGGAM. The TCR CDR3 sequence is CASRTGTGSYRQYF. Result: 1 (the TCR binds to the epitope). (3) The epitope is LLWNGPMAV. The TCR CDR3 sequence is CASSQAENYGYTF. Result: 1 (the TCR binds to the epitope). (4) The epitope is AYILFTRFFYV. The TCR CDR3 sequence is CSVERPSSYNEQFF. Result: 0 (the TCR does not bind to the epitope). (5) The epitope is RLYYDSMSY. The TCR CDR3 sequence is CASSQDWNRGREAFF. Result: 1 (the TCR binds to the epitope). (6) The epitope is RLRAEAQVK. The TCR CDR3 sequence is CASSLGTAGFEQFF. Result: 1 (the TCR binds to the epitope).